This data is from Full USPTO retrosynthesis dataset with 1.9M reactions from patents (1976-2016). The task is: Predict the reactants needed to synthesize the given product. (1) Given the product [O:51]1[C:56]2[CH:57]=[CH:58][CH:59]=[C:60]([N:61]3[CH2:66][CH2:65][N:64]([CH2:40][CH2:39][CH:38]([C:42]4[CH:47]=[CH:46][CH:45]=[CH:44][CH:43]=4)[C:37](=[O:36])[C:48]#[C:49][CH3:50])[CH2:63][CH2:62]3)[C:55]=2[O:54][CH2:53][CH2:52]1, predict the reactants needed to synthesize it. The reactants are: C1(C(NC(C)C)C(C2C=CC=CC=2F)CCN2CCN(C3C=CC=CC=3OC)CC2)CCCCC1.[O:36]=[C:37]([C:48]#[C:49][CH3:50])[CH:38]([C:42]1[CH:47]=[CH:46][CH:45]=[CH:44][CH:43]=1)[CH2:39][CH:40]=O.[O:51]1[C:56]2[CH:57]=[CH:58][CH:59]=[C:60]([N:61]3[CH2:66][CH2:65][NH:64][CH2:63][CH2:62]3)[C:55]=2[O:54][CH2:53][CH2:52]1. (2) Given the product [C:1]([C:5]1[C:9]([I:35])=[C:8]([NH:10][C:11]2[C:12]([C:17]([OH:19])=[O:18])=[N:13][CH:14]=[CH:15][CH:16]=2)[N:7]([C:20]2[C:25]([CH3:26])=[CH:24][CH:23]=[CH:22][C:21]=2[CH3:27])[N:6]=1)([CH3:4])([CH3:3])[CH3:2], predict the reactants needed to synthesize it. The reactants are: [C:1]([C:5]1[CH:9]=[C:8]([NH:10][C:11]2[C:12]([C:17]([OH:19])=[O:18])=[N:13][CH:14]=[CH:15][CH:16]=2)[N:7]([C:20]2[C:25]([CH3:26])=[CH:24][CH:23]=[CH:22][C:21]=2[CH3:27])[N:6]=1)([CH3:4])([CH3:3])[CH3:2].C(O)(=O)C.ClCCl.[I:35]N1C(=O)CCC1=O.[OH-].[K+]. (3) Given the product [CH2:3]([C:8]1[CH:15]=[CH:14][C:11]([C:12]#[N:13])=[CH:10][CH:9]=1)[CH2:4][CH:5]=[CH2:6], predict the reactants needed to synthesize it. The reactants are: [Mg].Br[CH2:3][CH2:4][CH:5]=[CH2:6].Br[C:8]1[CH:15]=[CH:14][C:11]([C:12]#[N:13])=[CH:10][CH:9]=1.Cl. (4) Given the product [F:17][C:18]1[CH:27]=[C:26]2[C:21]([CH:22]=[CH:23][CH:24]=[C:25]2[O:28][CH2:29][CH2:30][N:31]2[CH2:32][CH2:33][N:11]3[C:12](=[O:13])[C:7]([C:4]4[O:3][C:2]([CH3:1])=[N:6][CH:5]=4)=[CH:8][CH:9]=[C:10]3[C:14]2=[O:16])=[CH:20][CH:19]=1, predict the reactants needed to synthesize it. The reactants are: [CH3:1][C:2]1[O:3][C:4]([C:7]2[C:12](=[O:13])[NH:11][C:10]([C:14]([OH:16])=O)=[CH:9][CH:8]=2)=[CH:5][N:6]=1.[F:17][C:18]1[CH:27]=[C:26]2[C:21]([CH:22]=[CH:23][CH:24]=[C:25]2[O:28][CH2:29][CH2:30][NH:31][CH2:32][CH2:33]O)=[CH:20][CH:19]=1.C(N(CC)C(C)C)(C)C.F[P-](F)(F)(F)(F)F.N1(OC(N(C)C)=[N+](C)C)C2N=CC=CC=2N=N1.C(=O)(O)[O-].[Na+]. (5) Given the product [C:1]1([C:7]2[CH:8]=[C:9]([CH:12]=[C:20]3[S:14][C:15](=[S:16])[NH:17][C:18]3=[O:19])[S:10][CH:11]=2)[CH:2]=[CH:3][CH:4]=[CH:5][CH:6]=1, predict the reactants needed to synthesize it. The reactants are: [C:1]1([C:7]2[CH:8]=[C:9]([CH:12]=O)[S:10][CH:11]=2)[CH:6]=[CH:5][CH:4]=[CH:3][CH:2]=1.[S:14]1[CH2:20][C:18](=[O:19])[NH:17][C:15]1=[S:16].C([O-])(=O)C.[Na+].O. (6) Given the product [CH2:51]([O:55][C:56]([N:58]1[CH2:59][CH2:60][N:61]([C:64](=[O:88])[C@@H:65]([NH:87][C:27]([C:18]2[CH:17]=[C:16]([O:15][CH2:14][C:13]([N:9]3[CH2:10][CH2:11][CH2:12][C@H:8]3[C:6](=[O:7])[NH:5][CH:1]3[CH2:4][CH2:3][CH2:2]3)=[O:30])[N:20]([C:21]3[CH:22]=[CH:23][CH:24]=[CH:25][CH:26]=3)[N:19]=2)=[O:28])[CH2:66][CH2:67][CH2:68][O:69][Si:70]([C:83]([CH3:86])([CH3:85])[CH3:84])([C:77]2[CH:82]=[CH:81][CH:80]=[CH:79][CH:78]=2)[C:71]2[CH:76]=[CH:75][CH:74]=[CH:73][CH:72]=2)[CH2:62][CH2:63]1)=[O:57])[CH2:52][CH2:53][CH3:54], predict the reactants needed to synthesize it. The reactants are: [CH:1]1([NH:5][C:6]([C@@H:8]2[CH2:12][CH2:11][CH2:10][N:9]2[C:13](=[O:30])[CH2:14][O:15][C:16]2[N:20]([C:21]3[CH:26]=[CH:25][CH:24]=[CH:23][CH:22]=3)[N:19]=[C:18]([C:27](O)=[O:28])[CH:17]=2)=[O:7])[CH2:4][CH2:3][CH2:2]1.CCN(C(C)C)C(C)C.C1C=CC2N(O)N=NC=2C=1.Cl.[CH2:51]([O:55][C:56]([N:58]1[CH2:63][CH2:62][N:61]([C:64](=[O:88])[C@@H:65]([NH2:87])[CH2:66][CH2:67][CH2:68][O:69][Si:70]([C:83]([CH3:86])([CH3:85])[CH3:84])([C:77]2[CH:82]=[CH:81][CH:80]=[CH:79][CH:78]=2)[C:71]2[CH:76]=[CH:75][CH:74]=[CH:73][CH:72]=2)[CH2:60][CH2:59]1)=[O:57])[CH2:52][CH2:53][CH3:54]. (7) Given the product [OH:4][CH2:5][CH2:6][O:7][C:8]([N:10]1[CH2:15][CH2:14][C:13]2[C:16]([C:32]#[N:33])=[C:17]([NH:19][C:20](=[O:31])[CH2:21][CH2:22][C:23]3[CH:28]=[CH:27][CH:26]=[CH:25][C:24]=3[O:29][CH3:30])[S:18][C:12]=2[CH2:11]1)=[O:9], predict the reactants needed to synthesize it. The reactants are: C([O:4][CH2:5][CH2:6][O:7][C:8]([N:10]1[CH2:15][CH2:14][C:13]2[C:16]([C:32]#[N:33])=[C:17]([NH:19][C:20](=[O:31])[CH2:21][CH2:22][C:23]3[CH:28]=[CH:27][CH:26]=[CH:25][C:24]=3[O:29][CH3:30])[S:18][C:12]=2[CH2:11]1)=[O:9])(=O)C.